Dataset: Reaction yield outcomes from USPTO patents with 853,638 reactions. Task: Predict the reaction yield, written as a fraction of the theoretical maximum amount of product (1.0 means a 100% yield; for example, 0.34 means a 34% yield). (1) The reactants are [C:1]([O:5][C:6]([N:8]1[CH2:13][CH2:12][N:11]([C:14]([O:16][CH2:17][C:18]2[CH:23]=[CH:22][CH:21]=[CH:20][CH:19]=2)=[O:15])[C@H:10]([C:24]2[NH:28][C:27]3[CH:29]=[CH:30][C:31]([C:33]#[CH:34])=[CH:32][C:26]=3[N:25]=2)[CH2:9]1)=[O:7])([CH3:4])([CH3:3])[CH3:2].[CH2:35]([O:42][C:43]([N:45]1[CH2:50][CH2:49][CH2:48][CH2:47][C@H:46]1[C:51]1[NH:55][C:54]2[CH:56]=[CH:57][C:58](I)=[CH:59][C:53]=2[N:52]=1)=[O:44])[C:36]1[CH:41]=[CH:40][CH:39]=[CH:38][CH:37]=1. The catalyst is CN(C=O)C.CCOC(C)=O.O.[Cu]I.C1(C=CC=CC=1)[P](C1C=CC=CC=1)(C1C=CC=CC=1)[Pd][P](C1C=CC=CC=1)(C1C=CC=CC=1)C1C=CC=CC=1. The product is [C:1]([O:5][C:6]([N:8]1[CH2:13][CH2:12][N:11]([C:14]([O:16][CH2:17][C:18]2[CH:23]=[CH:22][CH:21]=[CH:20][CH:19]=2)=[O:15])[C@H:10]([C:24]2[NH:28][C:27]3[CH:29]=[CH:30][C:31]([C:33]#[C:34][C:57]4[CH:58]=[CH:59][C:53]5[NH:52][C:51]([C@@H:46]6[CH2:47][CH2:48][CH2:49][CH2:50][N:45]6[C:43]([O:42][CH2:35][C:36]6[CH:41]=[CH:40][CH:39]=[CH:38][CH:37]=6)=[O:44])=[N:55][C:54]=5[CH:56]=4)=[CH:32][C:26]=3[N:25]=2)[CH2:9]1)=[O:7])([CH3:4])([CH3:3])[CH3:2]. The yield is 0.0700. (2) The reactants are [H-].[Al+3].[Li+].[H-].[H-].[H-].[Cl:7][C:8]1[CH:13]=[C:12]([Cl:14])[CH:11]=[CH:10][C:9]=1[N:15]1[C:19]2=[N:20][C:21]3[CH:26]=[CH:25][CH:24]=[C:23]([N:27]([CH2:30][CH3:31])[CH2:28][CH3:29])[C:22]=3[N:18]2[CH2:17][CH:16]1[CH2:32][C:33](OC)=[O:34].O.O.O.O.O.O.O.O.O.O.S([O-])([O-])(=O)=O.[Na+].[Na+]. The catalyst is O1CCCC1. The product is [Cl:7][C:8]1[CH:13]=[C:12]([Cl:14])[CH:11]=[CH:10][C:9]=1[N:15]1[C:19]2=[N:20][C:21]3[CH:26]=[CH:25][CH:24]=[C:23]([N:27]([CH2:30][CH3:31])[CH2:28][CH3:29])[C:22]=3[N:18]2[CH2:17][CH:16]1[CH2:32][CH2:33][OH:34]. The yield is 0.770.